From a dataset of Reaction yield outcomes from USPTO patents with 853,638 reactions. Predict the reaction yield, written as a fraction of the theoretical maximum amount of product (1.0 means a 100% yield; for example, 0.34 means a 34% yield). (1) The product is [NH2:1][C:2]1[C:3]([C:4]([O:6][CH2:7][CH:8]=[CH2:9])=[O:21])=[C:10]([NH2:11])[NH:23][N:22]=1. The reactants are [NH2:1][C:2](C(Cl)(Cl)Cl)=[C:3]([C:10]#[N:11])[C:4]([O:6][CH2:7][CH:8]=[CH2:9])=O.CC([O-])=O.[K+].[OH2:21].[NH2:22][NH2:23].C(Cl)Cl. The yield is 0.410. The catalyst is CN(C=O)C.C(#N)C. (2) The reactants are [CH3:1][O:2][C:3]1[C:8]2[NH:9][C:10]([C:12]3[S:13][CH:14]=[CH:15][CH:16]=3)=[N:11][C:7]=2[C:6]([C:17]([O:19]C)=[O:18])=[CH:5][CH:4]=1.[OH-].[Na+]. The catalyst is C(O)C.O. The product is [CH3:1][O:2][C:3]1[C:8]2[NH:9][C:10]([C:12]3[S:13][CH:14]=[CH:15][CH:16]=3)=[N:11][C:7]=2[C:6]([C:17]([OH:19])=[O:18])=[CH:5][CH:4]=1. The yield is 0.580. (3) The reactants are C(O[C:6]([N:8]1[CH2:13][CH2:12][C@H:11]([OH:14])[C@H:10]([F:15])[CH2:9]1)=O)(C)(C)C.ClC1[N:22]=[C:21]([NH2:23])[CH:20]=[CH:19][N:18]=1.C(N(CC)CC)C. The product is [NH2:23][C:21]1[CH:20]=[CH:19][N:18]=[C:6]([N:8]2[CH2:13][CH2:12][C@H:11]([OH:14])[C@H:10]([F:15])[CH2:9]2)[N:22]=1. The catalyst is Cl.O1CCOCC1. The yield is 0.790. (4) The reactants are [N+:1]([C:4]1[CH:5]=[C:6]([C:10]2[CH2:11][CH2:12][N:13](C(OC(C)(C)C)=O)[CH2:14][CH:15]=2)[CH:7]=[CH:8][CH:9]=1)([O-:3])=[O:2].Cl. The catalyst is O1CCOCC1. The product is [N+:1]([C:4]1[CH:5]=[C:6]([C:10]2[CH2:15][CH2:14][NH:13][CH2:12][CH:11]=2)[CH:7]=[CH:8][CH:9]=1)([O-:3])=[O:2]. The yield is 0.875. (5) The reactants are [C:1](OC(=O)C)(=[O:3])[CH3:2].[OH:8][C:9]1[CH:17]=[CH:16][C:12]([C:13]([OH:15])=[O:14])=[CH:11][C:10]=1[CH2:18][CH:19]=[C:20]([CH3:22])[CH3:21].O.Cl. The catalyst is N1C=CC=CC=1. The product is [C:1]([O:8][C:9]1[CH:17]=[CH:16][C:12]([C:13]([OH:15])=[O:14])=[CH:11][C:10]=1[CH2:18][CH:19]=[C:20]([CH3:22])[CH3:21])(=[O:3])[CH3:2]. The yield is 0.510. (6) The reactants are CC1(C)COB([C:8]2[CH:9]=[CH:10][C:11]([F:19])=[C:12]([N:14]3[CH:18]=[CH:17][N:16]=[CH:15]3)[CH:13]=2)OC1.Br[C:22]1[N:26]2[N:27]=[CH:28][C:29]([C:31]([F:34])([F:33])[F:32])=[N:30][C:25]2=[N:24][CH:23]=1.C([O-])([O-])=O.[Na+].[Na+]. The catalyst is COCCOC.C1C=CC([P]([Pd]([P](C2C=CC=CC=2)(C2C=CC=CC=2)C2C=CC=CC=2)([P](C2C=CC=CC=2)(C2C=CC=CC=2)C2C=CC=CC=2)[P](C2C=CC=CC=2)(C2C=CC=CC=2)C2C=CC=CC=2)(C2C=CC=CC=2)C2C=CC=CC=2)=CC=1. The product is [F:19][C:11]1[CH:10]=[CH:9][C:8]([C:22]2[N:26]3[N:27]=[CH:28][C:29]([C:31]([F:32])([F:33])[F:34])=[N:30][C:25]3=[N:24][CH:23]=2)=[CH:13][C:12]=1[N:14]1[CH:18]=[CH:17][N:16]=[CH:15]1. The yield is 0.130. (7) The reactants are [Cl:1][C:2]1[CH:3]=[CH:4][C:5]([CH3:12])=[C:6]([CH:11]=1)[C:7]([NH:9][CH3:10])=[O:8].[F:13][C:14]([F:24])([F:23])[C:15]1[CH:22]=[CH:21][CH:20]=[CH:19][C:16]=1C#N.[Cl-].[NH4+]. The catalyst is C1COCC1. The product is [Cl:1][C:2]1[CH:11]=[C:6]2[C:5]([CH:12]=[C:10]([C:16]3[CH:19]=[CH:20][CH:21]=[CH:22][C:15]=3[C:14]([F:24])([F:23])[F:13])[NH:9][C:7]2=[O:8])=[CH:4][CH:3]=1. The yield is 0.780.